This data is from Reaction yield outcomes from USPTO patents with 853,638 reactions. The task is: Predict the reaction yield, written as a fraction of the theoretical maximum amount of product (1.0 means a 100% yield; for example, 0.34 means a 34% yield). (1) The reactants are [Cl:1][CH:2]([Cl:6])[C:3]([CH3:5])=O.[CH2:7]([SH:10])[CH2:8][SH:9].[O-]S([O-])(=O)=O.[Mg+2]. The catalyst is C1(C)C=CC=CC=1. The product is [CH3:5][C:3]1([CH:2]([Cl:6])[Cl:1])[S:10][CH2:7][CH2:8][S:9]1. The yield is 0.800. (2) The reactants are [O:1]1[CH2:5][CH2:4][O:3][C:2]21[CH2:10][CH2:9][C:8]1[C:11]3[C:16](=O)[NH:15][CH:14]=[N:13][C:12]=3[S:18][C:7]=1[CH2:6]2.C(N(CC)CC)C.O=P(Cl)(Cl)[Cl:28]. No catalyst specified. The product is [Cl:28][C:16]1[C:11]2[C:8]3[CH2:9][CH2:10][C:2]4([CH2:6][C:7]=3[S:18][C:12]=2[N:13]=[CH:14][N:15]=1)[O:3][CH2:4][CH2:5][O:1]4. The yield is 0.970. (3) The reactants are C(N)C1C=CC=CC=1.[CH:9]1([CH2:12][CH2:13][NH2:14])[CH2:11][CH2:10]1.[CH3:15][C:16]1[N:17]=[C:18]([N:24]2[CH2:28][CH2:27][N:26]([CH2:29][C:30]3[CH:35]=[CH:34][C:33]([O:36][C:37]([F:40])([F:39])[F:38])=[CH:32][CH:31]=3)[C:25]2=[O:41])[S:19][C:20]=1[C:21](O)=[O:22]. No catalyst specified. The product is [CH:9]1([CH2:12][CH2:13][NH:14][C:21]([C:20]2[S:19][C:18]([N:24]3[CH2:28][CH2:27][N:26]([CH2:29][C:30]4[CH:31]=[CH:32][C:33]([O:36][C:37]([F:38])([F:39])[F:40])=[CH:34][CH:35]=4)[C:25]3=[O:41])=[N:17][C:16]=2[CH3:15])=[O:22])[CH2:11][CH2:10]1. The yield is 0.260.